This data is from Cav3 T-type calcium channel HTS with 100,875 compounds. The task is: Binary Classification. Given a drug SMILES string, predict its activity (active/inactive) in a high-throughput screening assay against a specified biological target. The molecule is Clc1c(Oc2ncccn2)ccc(NC(=O)C)c1. The result is 0 (inactive).